From a dataset of Reaction yield outcomes from USPTO patents with 853,638 reactions. Predict the reaction yield, written as a fraction of the theoretical maximum amount of product (1.0 means a 100% yield; for example, 0.34 means a 34% yield). (1) The yield is 1.00. The product is [CH:14]1([O:13][C:5]2[C:6]([CH3:12])=[CH:7][C:8]([CH2:10][OH:11])=[CH:9][C:4]=2[C:3]([OH:18])=[O:2])[CH2:17][CH2:16][CH2:15]1. The reactants are C[O:2][C:3](=[O:18])[C:4]1[CH:9]=[C:8]([CH2:10][OH:11])[CH:7]=[C:6]([CH3:12])[C:5]=1[O:13][CH:14]1[CH2:17][CH2:16][CH2:15]1.[OH-].[K+].O. The catalyst is CCO. (2) The reactants are [NH:1]([C:8]1[C:13]([Br:14])=[CH:12][N:11]=[C:10](Cl)[N:9]=1)[C:2]1[CH:7]=[CH:6][CH:5]=[CH:4][CH:3]=1.[NH2:16][C:17]1[CH:24]=[CH:23][C:20]([CH2:21][OH:22])=[CH:19][CH:18]=1.Cl.[CH2:26]([OH:30])[CH2:27]CC. The catalyst is CO. The product is [NH:1]([C:8]1[C:13]([Br:14])=[CH:12][N:11]=[C:10]([NH:16][C:17]2[CH:24]=[CH:23][C:20]([CH2:21][O:22][CH2:27][CH2:26][OH:30])=[CH:19][CH:18]=2)[N:9]=1)[C:2]1[CH:7]=[CH:6][CH:5]=[CH:4][CH:3]=1. The yield is 0.190. (3) The yield is 0.780. The product is [OH:9][CH2:8][C:6]1[CH:7]=[C:2]([CH:3]=[C:4]([CH2:10][OH:11])[CH:5]=1)[O:1][CH2:13][CH2:14][CH2:15][CH2:16][N:17]1[C:25](=[O:26])[C:24]2[C:19](=[CH:20][CH:21]=[CH:22][CH:23]=2)[C:18]1=[O:27]. The catalyst is C(#N)C. The reactants are [OH:1][C:2]1[CH:3]=[C:4]([CH2:10][OH:11])[CH:5]=[C:6]([CH2:8][OH:9])[CH:7]=1.Br[CH2:13][CH2:14][CH2:15][CH2:16][N:17]1[C:25](=[O:26])[C:24]2[C:19](=[CH:20][CH:21]=[CH:22][CH:23]=2)[C:18]1=[O:27].C(=O)([O-])[O-].[K+].[K+]. (4) The yield is 0.630. The product is [NH2:1][C:4]1[CH:5]=[C:6]2[C:10](=[CH:11][CH:12]=1)[N:9]([C:13]1[CH:14]=[CH:15][C:16]([CH:19]([CH3:28])[CH2:20][NH:21][S:22]([CH:25]([CH3:27])[CH3:26])(=[O:24])=[O:23])=[CH:17][CH:18]=1)[CH:8]=[CH:7]2. The reactants are [N+:1]([C:4]1[CH:5]=[C:6]2[C:10](=[CH:11][CH:12]=1)[N:9]([C:13]1[CH:18]=[CH:17][C:16]([CH:19]([CH3:28])[CH2:20][NH:21][S:22]([CH:25]([CH3:27])[CH3:26])(=[O:24])=[O:23])=[CH:15][CH:14]=1)[CH:8]=[CH:7]2)([O-])=O.[NH4+].[Cl-]. The catalyst is CO.[Zn]. (5) The reactants are [F:1][C:2]1[CH:3]=[C:4]([OH:9])[CH:5]=[CH:6][C:7]=1[F:8].Cl[C:11]1[CH:16]=[C:15]([CH3:17])[N:14]=[C:13]([NH:18][C:19]2[CH:24]=[CH:23][C:22]([N:25]3[CH:29]=[C:28]([CH3:30])[N:27]=[CH:26]3)=[C:21]([O:31][CH3:32])[CH:20]=2)[N:12]=1. No catalyst specified. The product is [F:1][C:2]1[CH:3]=[C:4]([CH:5]=[CH:6][C:7]=1[F:8])[O:9][C:11]1[CH:16]=[C:15]([CH3:17])[N:14]=[C:13]([NH:18][C:19]2[CH:24]=[CH:23][C:22]([N:25]3[CH:29]=[C:28]([CH3:30])[N:27]=[CH:26]3)=[C:21]([O:31][CH3:32])[CH:20]=2)[N:12]=1. The yield is 0.810. (6) The reactants are [CH3:1][C:2]1[C:7]([C:8]([O:10][CH2:11][CH3:12])=[O:9])=[C:6](OS(C(F)(F)F)(=O)=O)[N:5]=[C:4]2[S:21][CH:22]=[CH:23][C:3]=12.C([O-])([O-])=O.[K+].[K+].[CH2:30]([SH:32])[CH3:31]. The catalyst is CN(C=O)C.O. The product is [CH2:30]([S:32][C:6]1[N:5]=[C:4]2[S:21][CH:22]=[CH:23][C:3]2=[C:2]([CH3:1])[C:7]=1[C:8]([O:10][CH2:11][CH3:12])=[O:9])[CH3:31]. The yield is 0.190. (7) The reactants are C(C1[CH:11]=[CH:10][C:6]([C:7]([O-:9])=[O:8])=[C:5]([CH3:12])[CH:4]=1)#N.[CH:13](O)=O.[CH2:16]([OH:18])[CH3:17]. The catalyst is [Ni]. The product is [CH:16]([C:17]1[CH:11]=[CH:10][C:6]([C:7]([O:9][CH3:13])=[O:8])=[C:5]([CH3:12])[CH:4]=1)=[O:18]. The yield is 0.650. (8) The reactants are [NH2:1][C:2]1[C:11]2[C:6](=[C:7](I)[C:8]([F:12])=[CH:9][CH:10]=2)[N:5]=[N:4][C:3]=1[C:14]([NH:16][CH2:17][CH2:18][CH3:19])=[O:15].[CH3:20][O:21][C:22]1[CH:27]=[C:26]([F:28])[CH:25]=[CH:24][C:23]=1B(O)O. No catalyst specified. The product is [NH2:1][C:2]1[C:11]2[C:6](=[C:7]([C:23]3[CH:24]=[CH:25][C:26]([F:28])=[CH:27][C:22]=3[O:21][CH3:20])[C:8]([F:12])=[CH:9][CH:10]=2)[N:5]=[N:4][C:3]=1[C:14]([NH:16][CH2:17][CH2:18][CH3:19])=[O:15]. The yield is 0.530. (9) No catalyst specified. The yield is 0.847. The reactants are C[C:2]([CH3:5])([O-:4])C.[K+].[CH:7](=O)[C:8]1[CH:13]=[CH:12][CH:11]=[N:10][CH:9]=1.C1C[O:18][CH2:17][CH2:16]1. The product is [N:10]1[CH:11]=[CH:12][CH:13]=[C:8](/[CH:7]=[CH:16]/[C:17]([O:4][CH2:2][CH3:5])=[O:18])[CH:9]=1. (10) The reactants are C([CH2:8][CH2:9][CH2:10][N:11]([CH2:21][C:22]1[CH:27]=[CH:26][CH:25]=[CH:24][CH:23]=1)[C:12]([O:14][CH2:15][C:16]1[S:20][CH:19]=[N:18][CH:17]=1)=[O:13])C1C=CC=CC=1.[CH:28]([N:31](C(C)C)CC)(C)C.Cl[C:38]([O:40][CH2:41][C:42]1[CH:47]=[CH:46][CH:45]=[CH:44][CH:43]=1)=[O:39].CCO[C:51]([CH3:53])=O.[CH2:54]1[CH2:58]O[CH2:56][CH2:55]1. No catalyst specified. The product is [CH2:28]([N:31]([CH2:8][CH2:9][CH2:10][N:11]([CH2:21][C:22]1[CH:23]=[CH:24][CH:25]=[CH:26][CH:27]=1)[C:12]([O:14][CH2:15][C:16]1[S:20][CH:19]=[N:18][CH:17]=1)=[O:13])[C:38](=[O:39])[O:40][CH2:41][C:42]1[CH:47]=[CH:46][CH:45]=[CH:44][CH:43]=1)[C:51]1[CH:53]=[CH:58][CH:54]=[CH:55][CH:56]=1. The yield is 0.370.